Task: Predict the reactants needed to synthesize the given product.. Dataset: Full USPTO retrosynthesis dataset with 1.9M reactions from patents (1976-2016) (1) Given the product [C:14]([O:13][C:12]([NH:11][C@H:8]([CH2:7][CH:1]1[CH2:2][CH2:3][CH2:4][CH2:5][CH2:6]1)[CH:9]([OH:10])[C:32]([OH:33])=[O:31])=[O:18])([CH3:15])([CH3:17])[CH3:16], predict the reactants needed to synthesize it. The reactants are: [CH:1]1([CH2:7][C@@H:8]([NH:11][C:12](=[O:18])[O:13][C:14]([CH3:17])([CH3:16])[CH3:15])[CH:9]=[O:10])[CH2:6][CH2:5][CH2:4][CH2:3][CH2:2]1.S(=O)(O)[O-].[Na+].[C-]#N.[K+].CC([O:31][C:32](ON=C(C1C=CC=CC=1)C#N)=[O:33])(C)C.C(N(CC)CC)C.OS([O-])(=O)=O.[K+]. (2) Given the product [F:15][C:16]([F:27])([F:26])[C:17]1[CH:22]=[CH:21][CH:20]=[CH:19][C:18]=1[C:2]1[CH:14]=[CH:13][C:5]([CH2:6][N:7]2[CH2:12][CH2:11][NH:10][CH2:9][CH2:8]2)=[CH:4][CH:3]=1, predict the reactants needed to synthesize it. The reactants are: Br[C:2]1[CH:14]=[CH:13][C:5]([CH2:6][N:7]2[CH2:12][CH2:11][NH:10][CH2:9][CH2:8]2)=[CH:4][CH:3]=1.[F:15][C:16]([F:27])([F:26])[C:17]1[CH:22]=[CH:21][CH:20]=[CH:19][C:18]=1B(O)O.C(=O)([O-])[O-].[Na+].[Na+].C1(C)C=CC=CC=1. (3) Given the product [CH2:1]([O:8][C:9]1[C:10]([O:25][CH3:26])=[CH:11][C:12]([Br:24])=[C:13]([C:15]([C:17]2[CH:18]=[CH:19][C:20]([CH3:23])=[CH:21][CH:22]=2)=[O:16])[CH:14]=1)[C:2]1[CH:3]=[CH:4][CH:5]=[CH:6][CH:7]=1, predict the reactants needed to synthesize it. The reactants are: [CH2:1]([O:8][C:9]1[C:10]([O:25][CH3:26])=[CH:11][C:12]([Br:24])=[C:13]([CH:15]([C:17]2[CH:22]=[CH:21][C:20]([CH3:23])=[CH:19][CH:18]=2)[OH:16])[CH:14]=1)[C:2]1[CH:7]=[CH:6][CH:5]=[CH:4][CH:3]=1. (4) Given the product [CH:1]([O:4][C:5]([N:7]1[CH2:8][CH2:9][CH:10]([CH:13]2[CH2:17][C:16]3[CH:18]=[C:19]([C:22]4[CH:27]=[CH:26][C:25]([S:28]([CH3:29])=[O:40])=[CH:24][C:23]=4[CH3:30])[CH:20]=[CH:21][C:15]=3[O:14]2)[CH2:11][CH2:12]1)=[O:6])([CH3:3])[CH3:2], predict the reactants needed to synthesize it. The reactants are: [CH:1]([O:4][C:5]([N:7]1[CH2:12][CH2:11][CH:10]([CH:13]2[CH2:17][C:16]3[CH:18]=[C:19]([C:22]4[CH:27]=[CH:26][C:25]([S:28][CH3:29])=[CH:24][C:23]=4[CH3:30])[CH:20]=[CH:21][C:15]=3[O:14]2)[CH2:9][CH2:8]1)=[O:6])([CH3:3])[CH3:2].OO.FC(F)(F)C([OH:40])C(F)(F)F. (5) Given the product [CH3:31][C:25]([CH3:32])([CH2:24][C:21]1[CH:22]=[CH:23][C:18]([O:17][CH2:16][CH2:15][CH2:13][NH:14][C:9]2[CH:10]=[CH:11][CH:12]=[CH:6][N+:8]=2[O-:39])=[CH:19][CH:20]=1)[CH2:26][C:27]([O:29][CH3:30])=[O:28], predict the reactants needed to synthesize it. The reactants are: C(O[C:6]([NH:8][C:9]1[N:14]=[C:13]([CH2:15][CH2:16][O:17][C:18]2[CH:23]=[CH:22][C:21]([CH2:24][C:25]([CH3:32])([CH3:31])[CH2:26][C:27]([O:29][CH3:30])=[O:28])=[CH:20][CH:19]=2)[CH:12]=[CH:11][CH:10]=1)=O)(C)(C)C.[N+]1([O-:39])C=CC=CC=1. (6) Given the product [CH:1]12[N:8]([C:9]3[CH:14]=[C:13]([CH2:15][N:16]([CH3:17])[CH3:18])[N:12]=[C:11]([C:19]4[CH:24]=[CH:23][C:22]([NH:25][C:26]([NH:28][C:29]5[CH:39]=[CH:38][C:37]([O:36][CH2:35][CH2:34][N:33]([CH3:62])[CH3:32])=[CH:31][CH:30]=5)=[O:27])=[CH:21][CH:20]=4)[N:10]=3)[CH:5]([CH2:6][CH2:7]1)[CH2:4][O:3][CH2:2]2, predict the reactants needed to synthesize it. The reactants are: [CH:1]12[N:8]([C:9]3[CH:14]=[C:13]([CH2:15][N:16]([CH3:18])[CH3:17])[N:12]=[C:11]([C:19]4[CH:24]=[CH:23][C:22]([NH:25][C:26]([NH:28][CH:29]5[CH2:31][CH2:30]5)=[O:27])=[CH:21][CH:20]=4)[N:10]=3)[CH:5]([CH2:6][CH2:7]1)[CH2:4][O:3][CH2:2]2.[CH3:32][N:33]([CH3:62])[CH2:34][CH2:35][O:36][C:37]1C=CC(NC(NC2C=CC(B3OC(C)(C)C(C)(C)O3)=CC=2)=O)=[CH:39][CH:38]=1. (7) The reactants are: C(O)(C(F)(F)F)=O.C([O:12][C:13]([C:15]1[CH:16]=[N:17][N:18]([CH2:24][C:25]2[CH:30]=[CH:29][C:28]([C:31]([O:33][CH3:34])=[O:32])=[CH:27][CH:26]=2)[C:19]=1[S:20][CH2:21][CH2:22][CH3:23])=[O:14])(C)(C)C. Given the product [CH3:34][O:33][C:31]([C:28]1[CH:29]=[CH:30][C:25]([CH2:24][N:18]2[C:19]([S:20][CH2:21][CH2:22][CH3:23])=[C:15]([C:13]([OH:14])=[O:12])[CH:16]=[N:17]2)=[CH:26][CH:27]=1)=[O:32], predict the reactants needed to synthesize it. (8) Given the product [Cl:1][CH2:2][C:3]([N:5]1[C@@H:9]([CH3:10])[CH2:8][CH2:7][C@H:6]1[C:11]#[N:13])=[O:4], predict the reactants needed to synthesize it. The reactants are: [Cl:1][CH2:2][C:3]([N:5]1[C@@H:9]([CH3:10])[CH2:8][CH2:7][C@H:6]1[C:11]([NH2:13])=O)=[O:4].N1C=CN=C1.O=P(Cl)(Cl)Cl.[NH4+].[Cl-]. (9) Given the product [CH3:18][S:15]([C:8]1[CH:9]=[CH:10][C:11]2[C:12]3[N:13]=[CH:14][C:2]([C:37]4[N:33]([CH3:32])[N:34]=[CH:35][CH:36]=4)=[CH:3][C:4]=3[N:5]([C@@H:19]([CH:20]3[CH2:25][CH2:24][O:23][CH2:22][CH2:21]3)[C:26]3[CH:27]=[CH:28][CH:29]=[CH:30][CH:31]=3)[C:6]=2[CH:7]=1)(=[O:16])=[O:17], predict the reactants needed to synthesize it. The reactants are: Br[C:2]1[CH:14]=[N:13][C:12]2[C:11]3[CH:10]=[CH:9][C:8]([S:15]([CH3:18])(=[O:17])=[O:16])=[CH:7][C:6]=3[N:5]([C@H:19]([C:26]3[CH:31]=[CH:30][CH:29]=[CH:28][CH:27]=3)[CH:20]3[CH2:25][CH2:24][O:23][CH2:22][CH2:21]3)[C:4]=2[CH:3]=1.[CH3:32][N:33]1[C:37](B2OC(C)(C)C(C)(C)O2)=[CH:36][CH:35]=[N:34]1.C(=O)([O-])[O-].[Na+].[Na+].O. (10) The reactants are: [I:1]N1C(=O)CCC1=O.[CH3:9][O:10][C:11](=[O:20])[NH:12][C:13]1[CH:18]=[CH:17][C:16]([Br:19])=[CH:15][CH:14]=1. Given the product [CH3:9][O:10][C:11](=[O:20])[NH:12][C:13]1[CH:18]=[CH:17][C:16]([Br:19])=[CH:15][C:14]=1[I:1], predict the reactants needed to synthesize it.